From a dataset of Peptide-MHC class I binding affinity with 185,985 pairs from IEDB/IMGT. Regression. Given a peptide amino acid sequence and an MHC pseudo amino acid sequence, predict their binding affinity value. This is MHC class I binding data. The peptide sequence is ALEPRKEIDV. The MHC is HLA-A02:02 with pseudo-sequence HLA-A02:02. The binding affinity (normalized) is 0.165.